From a dataset of Forward reaction prediction with 1.9M reactions from USPTO patents (1976-2016). Predict the product of the given reaction. (1) Given the reactants C([O:8][CH2:9][CH2:10][CH2:11][CH2:12][CH2:13][C@H:14]1[C@@H:30]2[C@H:22]([CH2:23][CH2:24][C@@:25]3([CH3:35])[C@H:29]2[CH2:28][CH2:27][C@@H:26]3[O:31][CH2:32][O:33][CH3:34])[C:21]2[CH:20]=[CH:19][C:18]([O:36][CH2:37][O:38][CH3:39])=[CH:17][C:16]=2[CH2:15]1)C1C=CC=CC=1, predict the reaction product. The product is: [CH3:39][O:38][CH2:37][O:36][C:18]1[CH:19]=[CH:20][C:21]2[C@@H:22]3[C@@H:30]([C@H:14]([CH2:13][CH2:12][CH2:11][CH2:10][CH2:9][OH:8])[CH2:15][C:16]=2[CH:17]=1)[C@H:29]1[C@@:25]([CH3:35])([C@@H:26]([O:31][CH2:32][O:33][CH3:34])[CH2:27][CH2:28]1)[CH2:24][CH2:23]3. (2) Given the reactants [OH-].[Na+].[ClH:3].Cl.[NH2:5][C:6]1[C:34]([CH3:35])=[CH:33][C:9]([O:10][C:11]2[CH:12]=[CH:13][C:14]3[N:18]=[C:17]([CH2:19][O:20][C:21]4[CH:22]=[C:23]([CH:28]=[CH:29][CH:30]=4)[C:24]([O:26]C)=[O:25])[N:16]([CH3:31])[C:15]=3[CH:32]=2)=[CH:8][C:7]=1[CH3:36].Cl, predict the reaction product. The product is: [ClH:3].[ClH:3].[NH2:5][C:6]1[C:34]([CH3:35])=[CH:33][C:9]([O:10][C:11]2[CH:12]=[CH:13][C:14]3[N:18]=[C:17]([CH2:19][O:20][C:21]4[CH:22]=[C:23]([CH:28]=[CH:29][CH:30]=4)[C:24]([OH:26])=[O:25])[N:16]([CH3:31])[C:15]=3[CH:32]=2)=[CH:8][C:7]=1[CH3:36]. (3) Given the reactants [CH3:1][S:2](Cl)(=[O:4])=[O:3].[NH2:6][C:7]1[C:27]([C:28]2[CH:33]=[CH:32][CH:31]=[CH:30][CH:29]=2)=[CH:26][C:10]2[C:11]([C:21]([O:23][CH2:24][CH3:25])=[O:22])=[C:12]([C:14]3[CH:19]=[CH:18][C:17]([F:20])=[CH:16][CH:15]=3)[O:13][C:9]=2[CH:8]=1.N1C=CC=CC=1, predict the reaction product. The product is: [F:20][C:17]1[CH:18]=[CH:19][C:14]([C:12]2[O:13][C:9]3[CH:8]=[C:7]([NH:6][S:2]([CH3:1])(=[O:4])=[O:3])[C:27]([C:28]4[CH:29]=[CH:30][CH:31]=[CH:32][CH:33]=4)=[CH:26][C:10]=3[C:11]=2[C:21]([O:23][CH2:24][CH3:25])=[O:22])=[CH:15][CH:16]=1. (4) Given the reactants Br[C:2]1[CH:3]=[CH:4][C:5]2[C:11]3[S:12][C:13]([C:15]([N:17]([C:19]4[CH:24]=[CH:23][C:22]([C:25]([N:27]5[CH2:32][CH2:31][N:30]([CH3:33])[CH2:29][CH2:28]5)=[O:26])=[CH:21][C:20]=4[Cl:34])[CH3:18])=[O:16])=[CH:14][C:10]=3[CH2:9][CH2:8][O:7][C:6]=2[CH:35]=1.O1CCOCC1.C1(P(C2C=CC=CC=2)C2C3OC4C(=CC=CC=4P(C4C=CC=CC=4)C4C=CC=CC=4)C(C)(C)C=3C=CC=2)C=CC=CC=1.[C:84]([NH2:87])(=[O:86])[CH3:85].C(=O)([O-])[O-].[Cs+].[Cs+], predict the reaction product. The product is: [C:84]([NH:87][C:2]1[CH:3]=[CH:4][C:5]2[C:11]3[S:12][C:13]([C:15]([N:17]([C:19]4[CH:24]=[CH:23][C:22]([C:25]([N:27]5[CH2:32][CH2:31][N:30]([CH3:33])[CH2:29][CH2:28]5)=[O:26])=[CH:21][C:20]=4[Cl:34])[CH3:18])=[O:16])=[CH:14][C:10]=3[CH2:9][CH2:8][O:7][C:6]=2[CH:35]=1)(=[O:86])[CH3:85].